This data is from Peptide-MHC class I binding affinity with 185,985 pairs from IEDB/IMGT. The task is: Regression. Given a peptide amino acid sequence and an MHC pseudo amino acid sequence, predict their binding affinity value. This is MHC class I binding data. (1) The peptide sequence is IQFDWYPTS. The MHC is HLA-B39:01 with pseudo-sequence HLA-B39:01. The binding affinity (normalized) is 0.0847. (2) The peptide sequence is TTRAWFDKK. The MHC is HLA-B58:01 with pseudo-sequence HLA-B58:01. The binding affinity (normalized) is 0.0847. (3) The peptide sequence is ESEVDDPAM. The MHC is HLA-A80:01 with pseudo-sequence HLA-A80:01. The binding affinity (normalized) is 0.0847. (4) The peptide sequence is ATDALMTGF. The MHC is HLA-A11:01 with pseudo-sequence HLA-A11:01. The binding affinity (normalized) is 0.142. (5) The peptide sequence is GLNSRSTSL. The MHC is HLA-A02:03 with pseudo-sequence HLA-A02:03. The binding affinity (normalized) is 0.741.